This data is from Full USPTO retrosynthesis dataset with 1.9M reactions from patents (1976-2016). The task is: Predict the reactants needed to synthesize the given product. (1) Given the product [N:1]1[CH:6]=[CH:5][CH:4]=[CH:3][C:2]=1[C@H:7]([C:9]1([C:13]2[CH:14]=[CH:15][C:16]([O:19][C:20]([F:21])([F:22])[F:23])=[CH:17][CH:18]=2)[CH2:12][CH2:11][CH2:10]1)[OH:8], predict the reactants needed to synthesize it. The reactants are: [N:1]1[CH:6]=[CH:5][CH:4]=[CH:3][C:2]=1[C:7]([C:9]1([C:13]2[CH:18]=[CH:17][C:16]([O:19][C:20]([F:23])([F:22])[F:21])=[CH:15][CH:14]=2)[CH2:12][CH2:11][CH2:10]1)=[O:8].C(N(CC)CC)C.C(O)=O. (2) The reactants are: [CH2:1]([N:12]([CH2:17][C:18]([OH:20])=[O:19])[CH2:13][C:14]([OH:16])=[O:15])[CH2:2][N:3]([CH2:8][C:9]([OH:11])=[O:10])[CH2:4][C:5]([OH:7])=[O:6].[Cl-].[Na+:22]. Given the product [CH2:2]([N:3]([CH2:8][C:9]([O-:11])=[O:10])[CH2:4][C:5]([OH:7])=[O:6])[CH2:1][N:12]([CH2:17][C:18]([O-:20])=[O:19])[CH2:13][C:14]([OH:16])=[O:15].[Na+:22].[Na+:22], predict the reactants needed to synthesize it. (3) Given the product [Cl:29][C:30]1[CH:31]=[N+:32]([O-:55])[CH:33]=[C:34]([Cl:54])[C:35]=1[CH2:36][C@@H:37]([C:39]1[CH:44]=[CH:43][C:42]([O:45][CH:46]([F:48])[F:47])=[C:41]([O:49][CH2:50][CH:51]2[CH2:53][CH2:52]2)[CH:40]=1)[O:17][C:16](=[O:18])[C:15]1[CH:19]=[C:11]([N:6]([CH2:5][CH:2]2[CH2:4][CH2:3]2)[S:7]([CH3:10])(=[O:9])=[O:8])[CH:12]=[CH:13][C:14]=1[O:20][CH2:21][CH2:22][N:23]1[CH2:24][CH2:25][O:26][CH2:27][CH2:28]1, predict the reactants needed to synthesize it. The reactants are: Cl.[CH:2]1([CH2:5][N:6]([C:11]2[CH:12]=[CH:13][C:14]([O:20][CH2:21][CH2:22][N:23]3[CH2:28][CH2:27][O:26][CH2:25][CH2:24]3)=[C:15]([CH:19]=2)[C:16]([OH:18])=[O:17])[S:7]([CH3:10])(=[O:9])=[O:8])[CH2:4][CH2:3]1.[Cl:29][C:30]1[CH:31]=[N+:32]([O-:55])[CH:33]=[C:34]([Cl:54])[C:35]=1[CH2:36][C@@H:37]([C:39]1[CH:44]=[CH:43][C:42]([O:45][CH:46]([F:48])[F:47])=[C:41]([O:49][CH2:50][CH:51]2[CH2:53][CH2:52]2)[CH:40]=1)O.C(Cl)CCl. (4) Given the product [Cl:18][C:12]1[CH:13]=[C:14]([Cl:17])[CH:15]=[CH:16][C:11]=1[C:6]1[CH:5]=[CH:4][N:3]=[C:2]([NH:24][CH:20]([CH3:19])[CH:21]([CH3:23])[CH3:22])[C:7]=1[N+:8]([O-:10])=[O:9], predict the reactants needed to synthesize it. The reactants are: Cl[C:2]1[C:7]([N+:8]([O-:10])=[O:9])=[C:6]([C:11]2[CH:16]=[CH:15][C:14]([Cl:17])=[CH:13][C:12]=2[Cl:18])[CH:5]=[CH:4][N:3]=1.[CH3:19][CH:20]([NH2:24])[CH:21]([CH3:23])[CH3:22].